This data is from M1 muscarinic receptor antagonist screen with 61,756 compounds. The task is: Binary Classification. Given a drug SMILES string, predict its activity (active/inactive) in a high-throughput screening assay against a specified biological target. (1) The result is 0 (inactive). The molecule is s1c2c(CCCC2)c2c1n1c(n(c2=O)CCc2ccccc2)nnc1SC. (2) The drug is O(c1cc(ccc1)C)C(=O)c1c(O)c(NC(=O)C)ccc1. The result is 0 (inactive). (3) The molecule is O1C(CC(C(C(C)C)CCN2C(=O)CCC2=O)CC1)(C)C. The result is 0 (inactive). (4) The drug is Clc1ccc(C(=O)NC2CCSC2=O)cc1. The result is 0 (inactive). (5) The compound is Clc1ccc(OCC(=O)NCc2oc(SCC(=O)Nc3cc4OCCOc4cc3)nn2)cc1. The result is 0 (inactive).